Dataset: Full USPTO retrosynthesis dataset with 1.9M reactions from patents (1976-2016). Task: Predict the reactants needed to synthesize the given product. (1) Given the product [O:10]1[CH2:11][CH2:12][O:13][CH:9]1[C:4]1[CH:3]=[C:2]([C:16]#[C:15][CH2:14][OH:17])[CH:7]=[C:6]([CH3:8])[CH:5]=1, predict the reactants needed to synthesize it. The reactants are: Br[C:2]1[CH:3]=[C:4]([CH:9]2[O:13][CH2:12][CH2:11][O:10]2)[CH:5]=[C:6]([CH3:8])[CH:7]=1.[CH2:14]([OH:17])[C:15]#[CH:16].N1CCCC1. (2) Given the product [C:1]([O:5][C:6]([N:8]1[CH2:13][CH2:12][CH:11]([CH:14]2[O:23][C:17]3=[CH:18][N:19]=[C:20]([C:28]4[CH:27]=[N:26][N:25]([CH3:24])[CH:29]=4)[CH:21]=[C:16]3[CH2:15]2)[CH2:10][CH2:9]1)=[O:7])([CH3:4])([CH3:3])[CH3:2], predict the reactants needed to synthesize it. The reactants are: [C:1]([O:5][C:6]([N:8]1[CH2:13][CH2:12][CH:11]([CH:14]2[O:23][C:17]3=[CH:18][N:19]=[C:20](Cl)[CH:21]=[C:16]3[CH2:15]2)[CH2:10][CH2:9]1)=[O:7])([CH3:4])([CH3:3])[CH3:2].[CH3:24][N:25]1[CH:29]=[C:28](B2OC(C)(C)C(C)(C)O2)[CH:27]=[N:26]1. (3) Given the product [Cl:1][C:2]1[C:3]([NH:29][C:30]2[CH:35]=[CH:34][CH:33]=[CH:32][C:31]=2[S:36]([CH:39]([CH3:41])[CH3:40])(=[O:38])=[O:37])=[N:4][C:5]([NH:8][C:9]2[CH:17]=[C:16]3[C:12]([CH2:13][N:14]([CH:19]4[CH2:20][CH2:21][N:22]([C:54]([C@@H:50]5[CH2:51][CH2:52][CH2:53][N:49]5[CH3:47])=[O:55])[CH2:23][CH2:24]4)[C:15]3=[O:18])=[CH:11][C:10]=2[O:25][CH:26]([CH3:28])[CH3:27])=[N:6][CH:7]=1, predict the reactants needed to synthesize it. The reactants are: [Cl:1][C:2]1[C:3]([NH:29][C:30]2[CH:35]=[CH:34][CH:33]=[CH:32][C:31]=2[S:36]([CH:39]([CH3:41])[CH3:40])(=[O:38])=[O:37])=[N:4][C:5]([NH:8][C:9]2[CH:17]=[C:16]3[C:12]([CH2:13][N:14]([CH:19]4[CH2:24][CH2:23][NH:22][CH2:21][CH2:20]4)[C:15]3=[O:18])=[CH:11][C:10]=2[O:25][CH:26]([CH3:28])[CH3:27])=[N:6][CH:7]=1.C(O[C:47]([N:49]1[CH2:53][CH2:52][CH2:51][C@H:50]1[C:54](O)=[O:55])=O)(C)(C)C.CN(C(ON1N=NC2C=CC=NC1=2)=[N+](C)C)C.F[P-](F)(F)(F)(F)F.CCN(C(C)C)C(C)C.C=O.C([BH3-])#N.[Na+]. (4) Given the product [Cl:20][C:21]([O:19][CH2:1][CH2:2][CH2:3][CH2:4][CH2:5][CH2:6][CH2:7][CH2:8]/[CH:9]=[CH:10]\[CH2:11][CH2:12][CH2:13][CH2:14][CH2:15][CH2:16][CH2:17][CH3:18])=[O:23], predict the reactants needed to synthesize it. The reactants are: [CH2:1]([OH:19])[CH2:2][CH2:3][CH2:4][CH2:5][CH2:6][CH2:7][CH2:8]/[CH:9]=[CH:10]\[CH2:11][CH2:12][CH2:13][CH2:14][CH2:15][CH2:16][CH2:17][CH3:18].[Cl:20][C:21](Cl)([O:23]C(=O)OC(Cl)(Cl)Cl)Cl.N1C=CC=CC=1.